Dataset: Forward reaction prediction with 1.9M reactions from USPTO patents (1976-2016). Task: Predict the product of the given reaction. Given the reactants C(=O)([O-])[O-].[Cs+].[Cs+].Br[C:8]1[CH:17]=[C:16]2[C:11]([C:12](=[O:39])[N:13]([C:18]3[CH:19]=[C:20]([NH:25][C:26](=[O:38])[C:27]4[CH:32]=[CH:31][CH:30]=[C:29]([C:33]([C:36]#[N:37])([CH3:35])[CH3:34])[CH:28]=4)[CH:21]=[CH:22][C:23]=3[CH3:24])[CH:14]=[N:15]2)=[CH:10][CH:9]=1.[N:40]1[CH:45]=[CH:44][CH:43]=[C:42](B(O)O)[CH:41]=1, predict the reaction product. The product is: [C:36]([C:33]([CH3:35])([CH3:34])[C:29]1[CH:28]=[C:27]([CH:32]=[CH:31][CH:30]=1)[C:26]([NH:25][C:20]1[CH:21]=[CH:22][C:23]([CH3:24])=[C:18]([N:13]2[C:12](=[O:39])[C:11]3[C:16](=[CH:17][C:8]([C:42]4[CH:41]=[N:40][CH:45]=[CH:44][CH:43]=4)=[CH:9][CH:10]=3)[N:15]=[CH:14]2)[CH:19]=1)=[O:38])#[N:37].